This data is from Reaction yield outcomes from USPTO patents with 853,638 reactions. The task is: Predict the reaction yield, written as a fraction of the theoretical maximum amount of product (1.0 means a 100% yield; for example, 0.34 means a 34% yield). The reactants are CCN(C(C)C)C(C)C.C1C=CC2N(O)N=NC=2C=1.CCN=C=NCCCN(C)C.[CH3:31][C:32]1[O:36][N:35]=[C:34]([N:37]2[CH:41]=[C:40]([C:42]([OH:44])=O)[N:39]=[N:38]2)[CH:33]=1.Cl.[NH2:46][CH2:47][C:48]([N:50]1[CH2:55][CH2:54][N:53]([C:56](=[O:68])[C:57]2[CH:62]=[C:61]([F:63])[CH:60]=[CH:59][C:58]=2[C:64]([F:67])([F:66])[F:65])[CH2:52][CH2:51]1)=[O:49].FC1C=CC(C(F)(F)F)=C(C=1)C(O)=O. The catalyst is CN(C=O)C.O. The product is [F:63][C:61]1[CH:60]=[CH:59][C:58]([C:64]([F:66])([F:65])[F:67])=[C:57]([CH:62]=1)[C:56]([N:53]1[CH2:54][CH2:55][N:50]([C:48](=[O:49])[CH2:47][NH:46][C:42]([C:40]2[N:39]=[N:38][N:37]([C:34]3[CH:33]=[C:32]([CH3:31])[O:36][N:35]=3)[CH:41]=2)=[O:44])[CH2:51][CH2:52]1)=[O:68]. The yield is 0.460.